From a dataset of Forward reaction prediction with 1.9M reactions from USPTO patents (1976-2016). Predict the product of the given reaction. Given the reactants C(OC([NH:8][CH2:9][CH2:10][C@H:11]1[CH2:15][CH2:14][CH2:13][N:12]1[C:16]([C:18]1[CH:38]=[CH:37][C:21]([C:22]([NH:24][C@H:25]([C:27]2[NH:31][C:30]3[CH:32]=[CH:33][C:34]([Cl:36])=[CH:35][C:29]=3[N:28]=2)[CH3:26])=[O:23])=[CH:20][C:19]=1[Cl:39])=[O:17])=O)(C)(C)C.FC(F)(F)C(O)=O.ClCCl.CO.N.ClCl, predict the reaction product. The product is: [NH2:8][CH2:9][CH2:10][C@H:11]1[CH2:15][CH2:14][CH2:13][N:12]1[C:16]([C:18]1[CH:38]=[CH:37][C:21]([C:22]([NH:24][C@H:25]([C:27]2[NH:31][C:30]3[CH:32]=[CH:33][C:34]([Cl:36])=[CH:35][C:29]=3[N:28]=2)[CH3:26])=[O:23])=[CH:20][C:19]=1[Cl:39])=[O:17].